This data is from Full USPTO retrosynthesis dataset with 1.9M reactions from patents (1976-2016). The task is: Predict the reactants needed to synthesize the given product. Given the product [CH3:1][O:2][CH2:3][O:4][C:5]1[CH:20]=[C:19]([O:21][CH2:22][O:23][CH3:24])[CH:18]=[CH:17][C:6]=1[CH:7]1[CH2:8][C:9](=[O:28])[C:10]2[C:15](=[CH:14][CH:13]=[CH:12][CH:11]=2)[O:16]1, predict the reactants needed to synthesize it. The reactants are: [CH3:1][O:2][CH2:3][O:4][C:5]1[CH:20]=[C:19]([O:21][CH2:22][O:23][CH3:24])[CH:18]=[C:17](O)[C:6]=1[C:7](=[O:16])[CH:8]=[CH:9][C:10]1[CH:15]=[CH:14][CH:13]=[CH:12][CH:11]=1.C([O-])(=[O:28])C.[Na+].